Dataset: Catalyst prediction with 721,799 reactions and 888 catalyst types from USPTO. Task: Predict which catalyst facilitates the given reaction. (1) Reactant: [CH:1]([C:3]1[C:4]([O:14][CH2:15][C:16]2[CH:39]=[CH:38][C:19]([O:20][CH2:21][C:22]3[N:23]=[C:24]([C:28]4[CH:29]=[C:30]([CH:35]=[CH:36][CH:37]=4)[C:31]([O:33][CH3:34])=[O:32])[O:25][C:26]=3[CH3:27])=[C:18]([O:40][CH3:41])[CH:17]=2)=[N:5][N:6]([C:8]2[CH:13]=[CH:12][CH:11]=[CH:10][CH:9]=2)[CH:7]=1)=O.[Cl-].[CH3:43][C:44]1[S:48][C:47]([N:49]2[CH2:54][CH2:53][O:52][CH2:51][CH2:50]2)=[N:46][C:45]=1[P+](C1C=CC=CC=1)(C1C=CC=CC=1)C1C=CC=CC=1.[C:74](=O)([O-])[O-].[K+].[K+].CN(C)C=O. Product: [CH3:41][O:40][C:18]1[CH:17]=[C:16]([CH2:15][O:14][C:4]2[C:3](/[CH:1]=[CH:74]/[C:45]3[N:46]=[C:47]([N:49]4[CH2:50][CH2:51][O:52][CH2:53][CH2:54]4)[S:48][C:44]=3[CH3:43])=[CH:7][N:6]([C:8]3[CH:13]=[CH:12][CH:11]=[CH:10][CH:9]=3)[N:5]=2)[CH:39]=[CH:38][C:19]=1[O:20][CH2:21][C:22]1[N:23]=[C:24]([C:28]2[CH:29]=[C:30]([CH:35]=[CH:36][CH:37]=2)[C:31]([O:33][CH3:34])=[O:32])[O:25][C:26]=1[CH3:27]. The catalyst class is: 6. (2) Reactant: [CH3:1][C:2]1[CH:11]=[CH:10][C:5]([C:6]([O:8][CH3:9])=[O:7])=[CH:4][C:3]=1B1OC(C)(C)C(C)(C)O1.I[C:22]1[NH:26][C:25]([CH3:27])=[N:24][C:23]=1[CH3:28].C([O-])([O-])=O.[K+].[K+].C(Cl)Cl. The catalyst class is: 140. Product: [CH3:27][C:25]1[NH:26][C:22]([C:3]2[CH:4]=[C:5]([CH:10]=[CH:11][C:2]=2[CH3:1])[C:6]([O:8][CH3:9])=[O:7])=[C:23]([CH3:28])[N:24]=1. (3) Reactant: [NH:1]([C:64]([CH3:66])=[O:65])[C@H:2]([C:18]([NH:20][C@H:21]([C:26]([N:28]1[CH2:63][CH2:62][CH2:61][C@H:29]1[C:30]([NH:32][C@H:33]([C:58](O)=[O:59])[CH2:34][CH2:35][CH2:36][NH:37][C:38](=[NH:57])[NH:39][S:40]([C:43]1[C:55]([CH3:56])=[C:54]2[C:48]([O:49][C:50]([CH2:53]2)([CH3:52])[CH3:51])=[C:46]([CH3:47])[C:44]=1[CH3:45])(=[O:42])=[O:41])=[O:31])=[O:27])[CH2:22][CH:23]([CH3:25])[CH3:24])=[O:19])[CH2:3][C:4]1[CH:9]=[CH:8][C:7]([O:10][CH2:11][C:12]2[CH:17]=[CH:16][CH:15]=[CH:14][CH:13]=2)=[CH:6][CH:5]=1.Cl.[CH3:68][O:69][C:70](=[O:76])[C@@H:71]1[CH2:75][CH2:74][CH2:73][NH:72]1.F[P-](F)(F)(F)(F)F.N1(O[P+](N(C)C)(N(C)C)N(C)C)C2C=CC=CC=2N=N1.CCN(C(C)C)C(C)C. Product: [NH:1]([C:64]([CH3:66])=[O:65])[C@H:2]([C:18]([NH:20][C@H:21]([C:26]([N:28]1[CH2:63][CH2:62][CH2:61][C@H:29]1[C:30]([NH:32][C@H:33]([C:58]([N:72]1[CH2:73][CH2:74][CH2:75][C@H:71]1[C:70]([O:69][CH3:68])=[O:76])=[O:59])[CH2:34][CH2:35][CH2:36][NH:37][C:38](=[NH:57])[NH:39][S:40]([C:43]1[C:55]([CH3:56])=[C:54]2[C:48]([O:49][C:50]([CH2:53]2)([CH3:52])[CH3:51])=[C:46]([CH3:47])[C:44]=1[CH3:45])(=[O:42])=[O:41])=[O:31])=[O:27])[CH2:22][CH:23]([CH3:24])[CH3:25])=[O:19])[CH2:3][C:4]1[CH:5]=[CH:6][C:7]([O:10][CH2:11][C:12]2[CH:13]=[CH:14][CH:15]=[CH:16][CH:17]=2)=[CH:8][CH:9]=1. The catalyst class is: 3. (4) Reactant: [CH2:1]([O:4][CH2:5][C:6]([CH2:37][O:38][CH2:39][CH2:40][O:41][CH2:42][CH2:43][O:44][CH2:45][CH2:46][O:47][CH2:48][CH2:49][O:50][CH3:51])([CH2:22][O:23][CH2:24][CH2:25][O:26][CH2:27][CH2:28][O:29][CH2:30][CH2:31][O:32][CH2:33][CH2:34][O:35][CH3:36])[CH2:7][O:8][CH2:9][CH2:10][O:11][CH2:12][CH2:13][O:14][CH2:15][CH2:16][O:17][CH2:18][CH2:19][O:20][CH3:21])[CH:2]=[CH2:3].[CH3:52][O:53][SiH:54]([O:57][CH3:58])[O:55][CH3:56].C. Product: [CH3:52][O:53][Si:54]([O:57][CH3:58])([CH2:3][CH2:2][CH2:1][O:4][CH2:5][C:6]([CH2:37][O:38][CH2:39][CH2:40][O:41][CH2:42][CH2:43][O:44][CH2:45][CH2:46][O:47][CH2:48][CH2:49][O:50][CH3:51])([CH2:7][O:8][CH2:9][CH2:10][O:11][CH2:12][CH2:13][O:14][CH2:15][CH2:16][O:17][CH2:18][CH2:19][O:20][CH3:21])[CH2:22][O:23][CH2:24][CH2:25][O:26][CH2:27][CH2:28][O:29][CH2:30][CH2:31][O:32][CH2:33][CH2:34][O:35][CH3:36])[O:55][CH3:56]. The catalyst class is: 11. (5) Reactant: CC1(C)C(C)(C)[O:5][B:4](/[CH:9]=[CH:10]/[CH2:11][CH2:12][C:13]([O:15]C)=[O:14])[O:3]1.[OH-].[K+]. Product: [B:4](/[CH:9]=[CH:10]/[CH2:11][CH2:12][C:13]([OH:15])=[O:14])([OH:5])[OH:3]. The catalyst class is: 5. (6) Reactant: [F:1][C:2]1[CH:3]=[C:4]([NH:8][C:9]2[NH:13][N:12](COCC[Si](C)(C)C)[NH:11][CH:10]=2)[CH:5]=[CH:6][CH:7]=1.C(N)CN.[F-].C([N+](CCCC)(CCCC)CCCC)CCC. Product: [F:1][C:2]1[CH:3]=[C:4]([NH:8][C:9]2[CH:10]=[N:11][NH:12][N:13]=2)[CH:5]=[CH:6][CH:7]=1. The catalyst class is: 161. (7) Reactant: [CH3:1][O:2][C:3]([C:5]1[S:12][C:11]2[C:10]([C:13]3[N:14](C(OC(C)(C)C)=O)[C:15]4[C:20]([CH:21]=3)=[CH:19][C:18]([C:22](=[O:24])[CH3:23])=[CH:17][CH:16]=4)=[N:9][N:8](C(OC(C)(C)C)=O)[C:7]=2[CH:6]=1)=[O:4].Cl.C([O-])([O-])=O.[Na+].[Na+]. Product: [CH3:1][O:2][C:3]([C:5]1[S:12][C:11]2[C:10]([C:13]3[NH:14][C:15]4[C:20]([CH:21]=3)=[CH:19][C:18]([C:22](=[O:24])[CH3:23])=[CH:17][CH:16]=4)=[N:9][NH:8][C:7]=2[CH:6]=1)=[O:4]. The catalyst class is: 7.